The task is: Predict the reactants needed to synthesize the given product.. This data is from Full USPTO retrosynthesis dataset with 1.9M reactions from patents (1976-2016). (1) Given the product [Cl:1][C:2]1[C:7]([Cl:8])=[C:6]([S:9](=[O:18])(=[O:17])[NH:10][C@@H:11]([CH3:16])[C:12]([F:13])([F:15])[F:14])[CH:5]=[CH:4][C:3]=1[C:19]1[S:23][C:22]([C:24]([NH:26][NH:27][C:40](=[O:41])[CH2:39][C:38]([CH3:44])([CH3:43])[C:37]([O:36][CH3:35])=[O:45])=[O:25])=[N:21][C:20]=1[C:28](=[O:29])[N:30]([CH2:31][CH3:32])[CH2:33][CH3:34], predict the reactants needed to synthesize it. The reactants are: [Cl:1][C:2]1[C:7]([Cl:8])=[C:6]([S:9](=[O:18])(=[O:17])[NH:10][C@@H:11]([CH3:16])[C:12]([F:15])([F:14])[F:13])[CH:5]=[CH:4][C:3]=1[C:19]1[S:23][C:22]([C:24]([NH:26][NH2:27])=[O:25])=[N:21][C:20]=1[C:28]([N:30]([CH2:33][CH3:34])[CH2:31][CH3:32])=[O:29].[CH3:35][O:36][C:37](=[O:45])[C:38]([CH3:44])([CH3:43])[CH2:39][C:40](O)=[O:41].CN(C(ON1N=NC2C=CC=NC1=2)=[N+](C)C)C.F[P-](F)(F)(F)(F)F.O. (2) The reactants are: [CH3:1][S:2][C:3]1[N:4]=[N:5][C:6]([N:9]2[CH2:14][CH2:13][CH:12]([O:15][C:16]3[CH:21]=[CH:20][CH:19]=[CH:18][C:17]=3[C:22]([F:25])([F:24])[F:23])[CH2:11][CH2:10]2)=[CH:7][CH:8]=1.C(O[O-])(=O)C1C(=CC=CC=1)C([O-])=[O:30].[Mg+2]. Given the product [CH3:1][S:2]([C:3]1[N:4]=[N:5][C:6]([N:9]2[CH2:14][CH2:13][CH:12]([O:15][C:16]3[CH:21]=[CH:20][CH:19]=[CH:18][C:17]=3[C:22]([F:23])([F:25])[F:24])[CH2:11][CH2:10]2)=[CH:7][CH:8]=1)=[O:30], predict the reactants needed to synthesize it.